This data is from Full USPTO retrosynthesis dataset with 1.9M reactions from patents (1976-2016). The task is: Predict the reactants needed to synthesize the given product. (1) Given the product [CH2:23]([N:16]1[CH2:17][CH:18]2[CH2:19][CH2:20][C:15]1([C@@H:17]([C:18]1[CH:21]=[CH:22][CH:15]=[CH:20][CH:19]=1)[NH2:16])[CH2:22][CH2:21]2)[CH:24]=[CH2:25], predict the reactants needed to synthesize it. The reactants are: C(OC(=O)N([C:15]12[CH2:22][CH2:21][CH:18]([CH2:19][CH2:20]1)[CH2:17][N:16]2[CH2:23][CH:24]=[CH2:25])CC1C=CC=CC=1)(C)(C)C.Cl. (2) Given the product [NH2:17][C:8]1[CH:7]=[CH:6][C:3]([C:4]#[N:5])=[C:2]([F:1])[CH:9]=1, predict the reactants needed to synthesize it. The reactants are: [F:1][C:2]1[CH:9]=[C:8](F)[CH:7]=[CH:6][C:3]=1[C:4]#[N:5].COC1C=C(C=C(OC)C=1OC)C[NH2:17].